Task: Predict the reaction yield, written as a fraction of the theoretical maximum amount of product (1.0 means a 100% yield; for example, 0.34 means a 34% yield).. Dataset: Reaction yield outcomes from USPTO patents with 853,638 reactions The catalyst is CC(O)=O. The yield is 0.950. The product is [CH3:1][O:2][C:3](=[O:23])[C:4]1[CH:9]=[CH:8][C:7]([CH2:10][C:11]2[NH:12][C:13]3[CH:18]=[C:17]([F:19])[C:16]([Cl:20])=[CH:15][C:14]=3[N:21]=2)=[CH:6][CH:5]=1. The reactants are [CH3:1][O:2][C:3](=[O:23])[C:4]1[CH:9]=[CH:8][C:7]([CH2:10][C:11](=O)[NH:12][C:13]2[CH:18]=[C:17]([F:19])[C:16]([Cl:20])=[CH:15][C:14]=2[NH2:21])=[CH:6][CH:5]=1.